This data is from Full USPTO retrosynthesis dataset with 1.9M reactions from patents (1976-2016). The task is: Predict the reactants needed to synthesize the given product. (1) Given the product [C:22]([C:24]1[C:34]2[CH2:33][O:32][C:31]3[CH:35]=[CH:36][C:37](/[CH:39]=[CH:40]/[C:41]4[CH:50]=[CH:49][C:48]5[C:43](=[CH:44][C:45]([F:52])=[C:46]([F:51])[CH:47]=5)[N:42]=4)=[CH:38][C:30]=3[CH:29]([OH:53])[C:28]=2[CH:27]=[CH:26][CH:25]=1)#[N:23], predict the reactants needed to synthesize it. The reactants are: FC1C=C2C(=CC=1F)N=C(/C=C/C1C=CC(O)=CC=1)C=C2.[C:22]([C:24]1[C:34]2[CH2:33][O:32][C:31]3[CH:35]=[CH:36][C:37](/[CH:39]=[CH:40]/[C:41]4[CH:50]=[CH:49][C:48]5[C:43](=[CH:44][C:45]([F:52])=[C:46]([F:51])[CH:47]=5)[N:42]=4)=[CH:38][C:30]=3[C:29](=[O:53])[C:28]=2[CH:27]=[CH:26][CH:25]=1)#[N:23]. (2) The reactants are: [NH:1]1[C:5](=[O:6])[CH2:4][N:3]2[C:7](=[O:10])[CH2:8][CH2:9][CH:2]12.C([O-])([O-])=O.[K+].[K+].I[C:18]1[CH:23]=[CH:22][CH:21]=[CH:20][CH:19]=1.C(OCC)(=O)C. Given the product [C:18]1([N:1]2[C:5](=[O:6])[CH2:4][N:3]3[C:7](=[O:10])[CH2:8][CH2:9][CH:2]23)[CH:23]=[CH:22][CH:21]=[CH:20][CH:19]=1, predict the reactants needed to synthesize it. (3) Given the product [Cl:1][C:2]1[C:3]([C:8]2[NH:12][N:11]=[C:10]([CH3:13])[N:9]=2)=[C:4]([NH:7][C:26](=[O:27])[CH2:25][N:16]2[C:17]3[C:22](=[N:21][CH:20]=[CH:19][CH:18]=3)[CH2:23][CH2:24][C:15]2=[O:14])[S:5][CH:6]=1, predict the reactants needed to synthesize it. The reactants are: [Cl:1][C:2]1[C:3]([C:8]2[NH:12][N:11]=[C:10]([CH3:13])[N:9]=2)=[C:4]([NH2:7])[S:5][CH:6]=1.[O:14]=[C:15]1[CH2:24][CH2:23][C:22]2[C:17](=[CH:18][CH:19]=[CH:20][N:21]=2)[N:16]1[CH2:25][C:26](O)=[O:27]. (4) Given the product [CH3:11][C:12]1[CH:17]=[C:16]([CH3:18])[CH:15]=[CH:14][C:13]=1[N:19]1[CH2:20][CH2:21][N:22]([C:25]([C:27]2[CH:32]=[CH:31][C:30]([N:5]3[C@@H:4]([CH:1]([CH3:3])[CH3:2])[CH2:8][CH2:7][S:6]3(=[O:10])=[O:9])=[CH:29][CH:28]=2)=[O:26])[CH2:23][CH2:24]1, predict the reactants needed to synthesize it. The reactants are: [CH:1]([C@H:4]1[CH2:8][CH2:7][S:6](=[O:10])(=[O:9])[NH:5]1)([CH3:3])[CH3:2].[CH3:11][C:12]1[CH:17]=[C:16]([CH3:18])[CH:15]=[CH:14][C:13]=1[N:19]1[CH2:24][CH2:23][N:22]([C:25]([C:27]2[CH:32]=[CH:31][C:30](I)=[CH:29][CH:28]=2)=[O:26])[CH2:21][CH2:20]1.